The task is: Predict the product of the given reaction.. This data is from Forward reaction prediction with 1.9M reactions from USPTO patents (1976-2016). (1) Given the reactants [H-].[Al+3].[Li+].[H-].[H-].[H-].[Cl:7][C:8]1[CH:20]=[CH:19][CH:18]=[C:17]([Cl:21])[C:9]=1[CH:10]=[CH:11][C:12](OCC)=[O:13].[Cl-].[NH4+], predict the reaction product. The product is: [Cl:7][C:8]1[CH:20]=[CH:19][CH:18]=[C:17]([Cl:21])[C:9]=1[CH2:10][CH2:11][CH2:12][OH:13]. (2) Given the reactants Br[C:2]1[CH:7]=[CH:6][C:5]([C:8]2[NH:12][C:11]([C@@H:13]3[CH2:25][N:23]4[C:24]5[CH:16]([C@@H:17]([NH:26][C:27](=[O:30])[O:28][CH3:29])[CH2:18][CH2:19][C:20]=5[CH:21]=[CH:22]4)[C:15](=[O:31])[CH2:14]3)=[N:10][CH:9]=2)=[CH:4][CH:3]=1.CC1(C)C(C)(C)OB([C:40]2[CH:45]=[CH:44][C:43]([C:46]3[NH:50][C:49]([C@@H:51]4[CH2:56][O:55][CH2:54][CH2:53][N:52]4[C:57]([O:59][C:60]([CH3:63])([CH3:62])[CH3:61])=[O:58])=[N:48][CH:47]=3)=[CH:42][CH:41]=2)O1.C(=O)([O-])[O-].[Na+].[Na+].CN(C=O)C, predict the reaction product. The product is: [CH3:29][O:28][C:27]([NH:26][C@@H:17]1[CH:16]2[C:15](=[O:31])[CH2:14][C@H:13]([C:11]3[NH:12][C:8]([C:5]4[CH:4]=[CH:3][C:2]([C:40]5[CH:45]=[CH:44][C:43]([C:46]6[NH:50][C:49]([C@@H:51]7[CH2:56][O:55][CH2:54][CH2:53][N:52]7[C:57]([O:59][C:60]([CH3:63])([CH3:62])[CH3:61])=[O:58])=[N:48][CH:47]=6)=[CH:42][CH:41]=5)=[CH:7][CH:6]=4)=[CH:9][N:10]=3)[CH2:25][N:23]3[C:24]2=[C:20]([CH:21]=[CH:22]3)[CH2:19][CH2:18]1)=[O:30].